Dataset: Full USPTO retrosynthesis dataset with 1.9M reactions from patents (1976-2016). Task: Predict the reactants needed to synthesize the given product. (1) Given the product [Br:22][C:23]1[CH:31]=[CH:30][C:26]([C:27]([NH:1][C:2]2[C:11]3[C:6](=[CH:7][CH:8]=[CH:9][CH:10]=3)[CH:5]=[CH:4][C:3]=2[C:12]([OH:21])([C:13]([F:14])([F:15])[F:16])[C:17]([F:18])([F:19])[F:20])=[O:28])=[CH:25][CH:24]=1, predict the reactants needed to synthesize it. The reactants are: [NH2:1][C:2]1[C:11]2[C:6](=[CH:7][CH:8]=[CH:9][CH:10]=2)[CH:5]=[CH:4][C:3]=1[C:12]([OH:21])([C:17]([F:20])([F:19])[F:18])[C:13]([F:16])([F:15])[F:14].[Br:22][C:23]1[CH:31]=[CH:30][C:26]([C:27](Cl)=[O:28])=[CH:25][CH:24]=1. (2) Given the product [Cl:1][C:2]1[CH:7]=[CH:6][C:5]([CH2:8][C@@H:9]([NH:31][C:50]([C@@H:41]2[CH2:42][C:43]3[C:48](=[CH:61][CH:60]=[CH:65][CH:44]=3)[CH2:49][N:40]2[C:53]([O:55][C:56]([CH3:59])([CH3:58])[CH3:57])=[O:54])=[O:52])[C:10]([N:12]2[CH2:13][CH2:14][CH:15]([C:18]3[CH:23]=[CH:22][CH:21]=[CH:20][C:19]=3[N:24]3[CH:28]=[CH:27][N:26]([CH3:29])[C:25]3=[O:30])[CH2:16][CH2:17]2)=[O:11])=[CH:4][CH:3]=1, predict the reactants needed to synthesize it. The reactants are: [Cl:1][C:2]1[CH:7]=[CH:6][C:5]([CH2:8][C@@H:9]([NH:31]C(OC(C)(C)C)=O)[C:10]([N:12]2[CH2:17][CH2:16][CH:15]([C:18]3[CH:23]=[CH:22][CH:21]=[CH:20][C:19]=3[N:24]3[CH:28]=[CH:27][N:26]([CH3:29])[C:25]3=[O:30])[CH2:14][CH2:13]2)=[O:11])=[CH:4][CH:3]=1.Cl.[N:40]1([C:53]([O:55][C:56]([CH3:59])([CH3:58])[CH3:57])=[O:54])[CH2:49][C:48]2[C:43](=[CH:44]C=CC=2)[CH2:42][C@H:41]1[C:50]([OH:52])=O.[CH:60]1[CH:65]=NC2N(O)N=NC=2[CH:61]=1.C(Cl)CCl. (3) Given the product [Si:19]([O:18][CH2:17][C:6]1[N:7]([CH3:16])[C:8]2[C:4]([CH:5]=1)=[CH:3][C:2]([CH:34]=[O:35])=[C:10]([O:11][CH2:12][C:13]([CH3:15])=[CH2:14])[CH:9]=2)([C:22]([CH3:25])([CH3:24])[CH3:23])([CH3:21])[CH3:20], predict the reactants needed to synthesize it. The reactants are: Br[C:2]1[CH:3]=[C:4]2[C:8](=[CH:9][C:10]=1[O:11][CH2:12][C:13]([CH3:15])=[CH2:14])[N:7]([CH3:16])[C:6]([CH2:17][O:18][Si:19]([C:22]([CH3:25])([CH3:24])[CH3:23])([CH3:21])[CH3:20])=[CH:5]2.[Li]CCCC.CN([CH:34]=[O:35])C.